This data is from Full USPTO retrosynthesis dataset with 1.9M reactions from patents (1976-2016). The task is: Predict the reactants needed to synthesize the given product. (1) The reactants are: [CH3:1][O:2][CH2:3][CH2:4][O:5][C:6]1[CH:11]=[CH:10][CH:9]=[C:8]([N+:12]([O-])=O)[C:7]=1[N+:15]([O-])=O. Given the product [CH3:1][O:2][CH2:3][CH2:4][O:5][C:6]1[CH:11]=[CH:10][CH:9]=[C:8]([NH2:12])[C:7]=1[NH2:15], predict the reactants needed to synthesize it. (2) The reactants are: [NH2:1][C:2]1[CH:3]=[C:4]2[C:25](=[CH:26][CH:27]=1)[CH2:24][C@:6]1([C:14]3[C:9](=[N:10][CH:11]=[CH:12][CH:13]=3)[N:8](COCC[Si](C)(C)C)[C:7]1=[O:23])[CH2:5]2.FC(F)(F)C(OC(=O)C(F)(F)F)=O.NC1C=CC=CC=1.FC(F)(F)C(NC1C=CC=CC=1)=O.[N+:61]([O-])([OH:63])=[O:62].FC(F)(F)C(O)=O.C(N)CN. Given the product [NH2:1][C:2]1[CH:3]=[C:4]2[C:25](=[CH:26][C:27]=1[N+:61]([O-:63])=[O:62])[CH2:24][C@:6]1([C:14]3[C:9](=[N:10][CH:11]=[CH:12][CH:13]=3)[NH:8][C:7]1=[O:23])[CH2:5]2, predict the reactants needed to synthesize it. (3) The reactants are: C([O:4][CH:5]1[C:9]2=[N:10][CH:11]=[C:12]([NH:32][C:33]([C:35]3[N:36]=[C:37]([C:48]4[C:53]([F:54])=[CH:52][CH:51]=[CH:50][C:49]=4[F:55])[S:38][C:39]=3[NH:40]C(OC(C)(C)C)=O)=[O:34])[C:13]([N:14]3[CH2:19][C@H:18]([C:20]([F:23])([F:22])[F:21])[CH2:17][C@H:16]([NH:24]C(OC(C)(C)C)=O)[CH2:15]3)=[C:8]2[CH2:7][CH2:6]1)(=O)C.[OH-].[Na+].O.CO. Given the product [NH2:40][C:39]1[S:38][C:37]([C:48]2[C:49]([F:55])=[CH:50][CH:51]=[CH:52][C:53]=2[F:54])=[N:36][C:35]=1[C:33]([NH:32][C:12]1[C:13]([N:14]2[CH2:19][C@H:18]([C:20]([F:22])([F:23])[F:21])[CH2:17][C@H:16]([NH2:24])[CH2:15]2)=[C:8]2[CH2:7][CH2:6][CH:5]([OH:4])[C:9]2=[N:10][CH:11]=1)=[O:34], predict the reactants needed to synthesize it. (4) Given the product [CH3:5][O:4][N:6]=[CH:13][C:12]1[CH:15]=[CH:16][C:9]([C:7]#[N:8])=[CH:10][CH:11]=1, predict the reactants needed to synthesize it. The reactants are: [OH-].[Na+].Cl.[O:4]([NH2:6])[CH3:5].[C:7]([C:9]1[CH:16]=[CH:15][C:12]([CH:13]=O)=[CH:11][CH:10]=1)#[N:8]. (5) Given the product [CH:17]1([NH:16][C:15]2[N:10]3[N:9]=[C:8]([C:4]4[CH:3]=[C:2]([NH:1][C:42](=[O:44])[CH3:43])[CH:7]=[CH:6][CH:5]=4)[C:22]([C:23]4[CH:28]=[CH:27][N:26]=[C:25]([NH:29][CH:30]5[CH2:31][CH2:32][CH2:33][CH2:34]5)[N:24]=4)=[C:11]3[CH:12]=[CH:13][CH:14]=2)[CH2:21][CH2:20][CH2:19][CH2:18]1, predict the reactants needed to synthesize it. The reactants are: [NH2:1][C:2]1[CH:3]=[C:4]([C:8]2[C:22]([C:23]3[CH:28]=[CH:27][N:26]=[C:25]([NH:29][CH:30]4[CH2:34][CH2:33][CH2:32][CH2:31]4)[N:24]=3)=[C:11]3[CH:12]=[CH:13][CH:14]=[C:15]([NH:16][CH:17]4[CH2:21][CH2:20][CH2:19][CH2:18]4)[N:10]3[N:9]=2)[CH:5]=[CH:6][CH:7]=1.C(N(CC)CC)C.[C:42](Cl)(=[O:44])[CH3:43].O. (6) Given the product [CH:35]1[C:3](/[CH:4]=[CH:5]/[C:6]([O:8][C@H:9]2[C@H:10]([OH:17])[C@H:11]([OH:16])[CH2:12][C@@:14]([OH:15])([C:63]([OH:65])=[O:64])[CH2:18]2)=[O:7])=[CH:2][C:1]([OH:23])=[C:37]([OH:38])[CH:36]=1, predict the reactants needed to synthesize it. The reactants are: [CH2:1]([OH:23])[C@H:2]1[O:7][C@H:6]([O:8][C@:9]2([CH2:18]O)O[C@H:12]([CH2:14][OH:15])[C@@H:11]([OH:16])[C@@H:10]2[OH:17])[C@H:5](O)[C@@H:4](O)[C@@H:3]1O.[CH2:35](O)[C@H:36]1[O:38][C@H:37]([O:38][CH2:37][C@H:36]2[O:38][C@H:37]([O:38][C@:37]3(CO)O[C@H](CO)[C@@H:35](O)[C@@H:36]3O)[C@H:36](O)[C@@H:35](O)[C@@H:35]2O)[C@H:36](O)[C@@H:35](O)[C@H:37]1[OH:38].C(O)[C@H]1[O:64][C@H:63]([O:65]CC2O[C@@H](O)[C@H](O)[C@@H](O)[C@@H]2O)[C@H](O)[C@@H](O)[C@H]1O.